This data is from Catalyst prediction with 721,799 reactions and 888 catalyst types from USPTO. The task is: Predict which catalyst facilitates the given reaction. (1) Reactant: [CH3:1][O:2][C:3]([C:5]1[CH:13]=[CH:12][C:8]([C:9]([OH:11])=O)=[CH:7][CH:6]=1)=[O:4].C(Cl)(=O)C(Cl)=O.[CH3:20][C:21]([CH3:60])([CH3:59])[C@H:22]([NH:45][C:46](=[O:58])[C@@H:47]([N:49]([CH3:57])[C:50](=[O:56])[O:51][C:52]([CH3:55])([CH3:54])[CH3:53])[CH3:48])[C:23](=[O:44])[N:24]1[C@H:33]([CH2:34][NH:35][CH2:36][CH2:37][C:38]2[CH:43]=[CH:42][CH:41]=[CH:40][CH:39]=2)[CH2:32][C:31]2[C:26](=[CH:27][CH:28]=[CH:29][CH:30]=2)[CH2:25]1.C(O)(C(F)(F)F)=O.CN1CCOCC1. The catalyst class is: 825. Product: [C:52]([O:51][C:50]([N:49]([CH3:57])[C@@H:47]([CH3:48])[C:46]([NH:45][C@@H:22]([C:21]([CH3:60])([CH3:59])[CH3:20])[C:23]([N:24]1[C@H:33]([CH2:34][N:35]([CH2:36][CH2:37][C:38]2[CH:39]=[CH:40][CH:41]=[CH:42][CH:43]=2)[C:9]([C:8]2[CH:7]=[CH:6][C:5]([C:3]([O:2][CH3:1])=[O:4])=[CH:13][CH:12]=2)=[O:11])[CH2:32][C:31]2[C:26](=[CH:27][CH:28]=[CH:29][CH:30]=2)[CH2:25]1)=[O:44])=[O:58])=[O:56])([CH3:53])([CH3:55])[CH3:54]. (2) Reactant: [CH2:1]([C:3]1[N:8]=[C:7]([CH2:9][C:10]([CH3:13])([CH3:12])[CH3:11])[C:6]([CH2:14][NH:15][C:16](=[O:22])[O:17][C:18]([CH3:21])([CH3:20])[CH3:19])=[C:5]([C:23]2[CH:28]=[CH:27][C:26]([CH3:29])=[CH:25][CH:24]=2)[C:4]=1[CH2:30][OH:31])[CH3:2].C(N(CC)CC)C.O1CCCC1.[CH3:44][S:45](Cl)(=[O:47])=[O:46]. Product: [CH3:44][S:45]([O:31][CH2:30][C:4]1[C:3]([CH2:1][CH3:2])=[N:8][C:7]([CH2:9][C:10]([CH3:11])([CH3:12])[CH3:13])=[C:6]([CH2:14][NH:15][C:16]([O:17][C:18]([CH3:21])([CH3:20])[CH3:19])=[O:22])[C:5]=1[C:23]1[CH:24]=[CH:25][C:26]([CH3:29])=[CH:27][CH:28]=1)(=[O:47])=[O:46]. The catalyst class is: 13.